The task is: Regression. Given a peptide amino acid sequence and an MHC pseudo amino acid sequence, predict their binding affinity value. This is MHC class I binding data.. This data is from Peptide-MHC class I binding affinity with 185,985 pairs from IEDB/IMGT. (1) The peptide sequence is ITFQSILGY. The MHC is BoLA-T2a with pseudo-sequence BoLA-T2a. The binding affinity (normalized) is 0.522. (2) The peptide sequence is KAFGLYKSI. The MHC is HLA-A02:01 with pseudo-sequence HLA-A02:01. The binding affinity (normalized) is 0.253. (3) The peptide sequence is NTHIYLGSA. The MHC is HLA-A02:06 with pseudo-sequence HLA-A02:06. The binding affinity (normalized) is 0.226. (4) The peptide sequence is RTIMAVLFV. The MHC is HLA-A02:06 with pseudo-sequence HLA-A02:06. The binding affinity (normalized) is 0.725.